Dataset: NCI-60 drug combinations with 297,098 pairs across 59 cell lines. Task: Regression. Given two drug SMILES strings and cell line genomic features, predict the synergy score measuring deviation from expected non-interaction effect. (1) Drug 1: CN1C2=C(C=C(C=C2)N(CCCl)CCCl)N=C1CCCC(=O)O.Cl. Drug 2: C1C(C(OC1N2C=NC3=C2NC=NCC3O)CO)O. Cell line: MCF7. Synergy scores: CSS=10.0, Synergy_ZIP=-3.66, Synergy_Bliss=-3.12, Synergy_Loewe=1.81, Synergy_HSA=-0.0758. (2) Cell line: U251. Drug 2: C1CCC(C(C1)N)N.C(=O)(C(=O)[O-])[O-].[Pt+4]. Synergy scores: CSS=46.7, Synergy_ZIP=-2.59, Synergy_Bliss=-4.05, Synergy_Loewe=-4.74, Synergy_HSA=-0.417. Drug 1: C1CN(CCN1C(=O)CCBr)C(=O)CCBr.